From a dataset of Aqueous solubility values for 9,982 compounds from the AqSolDB database. Regression/Classification. Given a drug SMILES string, predict its absorption, distribution, metabolism, or excretion properties. Task type varies by dataset: regression for continuous measurements (e.g., permeability, clearance, half-life) or binary classification for categorical outcomes (e.g., BBB penetration, CYP inhibition). For this dataset (solubility_aqsoldb), we predict Y. (1) The molecule is CC1(C)C2CCC1(C)[C@@H](O)C2. The Y is -2.32 log mol/L. (2) The compound is CCC1(C(C)C)C(=O)NC(=O)NC1=O. The Y is -2.15 log mol/L.